Predict the product of the given reaction. From a dataset of Forward reaction prediction with 1.9M reactions from USPTO patents (1976-2016). (1) Given the reactants [CH:1]1([CH2:4][O:5][C:6]2[CH:11]=[C:10]([O:12][CH3:13])[C:9]([F:14])=[CH:8][C:7]=2[C:15]2[C:16]3[NH:23][CH:22]=[C:21]([C:24]([OH:26])=O)[C:17]=3[N:18]=[CH:19][N:20]=2)[CH2:3][CH2:2]1.[C:27]([O:31][C:32]([N:34]1[CH2:38][CH2:37][C@@H:36]([NH2:39])[CH2:35]1)=[O:33])([CH3:30])([CH3:29])[CH3:28], predict the reaction product. The product is: [C:27]([O:31][C:32]([N:34]1[CH2:38][CH2:37][C@@H:36]([NH:39][C:24]([C:21]2[C:17]3[N:18]=[CH:19][N:20]=[C:15]([C:7]4[CH:8]=[C:9]([F:14])[C:10]([O:12][CH3:13])=[CH:11][C:6]=4[O:5][CH2:4][CH:1]4[CH2:2][CH2:3]4)[C:16]=3[NH:23][CH:22]=2)=[O:26])[CH2:35]1)=[O:33])([CH3:30])([CH3:28])[CH3:29]. (2) Given the reactants [CH3:1][O:2][CH2:3][CH2:4][O:5][CH2:6][C:7]([C:10]1[CH:15]=[CH:14][C:13]([NH:16][C:17](=[O:19])[CH3:18])=[CH:12][C:11]=1[N+:20]([O-])=O)([CH3:9])[CH3:8], predict the reaction product. The product is: [NH2:20][C:11]1[CH:12]=[C:13]([NH:16][C:17](=[O:19])[CH3:18])[CH:14]=[CH:15][C:10]=1[C:7]([CH3:9])([CH3:8])[CH2:6][O:5][CH2:4][CH2:3][O:2][CH3:1]. (3) Given the reactants C([O:3][C:4](=O)[CH:5]([C:7]1[N:8]=[C:9]([C:14]2[CH:19]=[CH:18][C:17]([C:20]([F:23])([F:22])[F:21])=[CH:16][CH:15]=2)[S:10][C:11]=1[CH2:12][CH3:13])[CH3:6])C.[H-].[Al+3].[Li+].[H-].[H-].[H-], predict the reaction product. The product is: [CH2:12]([C:11]1[S:10][C:9]([C:14]2[CH:15]=[CH:16][C:17]([C:20]([F:23])([F:22])[F:21])=[CH:18][CH:19]=2)=[N:8][C:7]=1[CH:5]([CH3:6])[CH2:4][OH:3])[CH3:13]. (4) Given the reactants Br[C:2]1[CH:14]=[C:13]2[C:5]([CH:6]=[CH:7][C:8]3[S:9][C:10]([Cl:15])=[CH:11][C:12]=32)=[CH:4][CH:3]=1.C([CH2:19][C:20]([O-:22])=O)(C)=C.[CH2:23]([Sn](CCCC)(CCCC)OC)CCC.C1(C)C=CC=CC=1P(C1C=CC=CC=1C)C1C=CC=CC=1C, predict the reaction product. The product is: [Cl:15][C:10]1[S:9][C:8]2[CH:7]=[CH:6][C:5]3[C:13]([C:12]=2[CH:11]=1)=[CH:14][C:2]([CH2:23][C:20]([CH3:19])=[O:22])=[CH:3][CH:4]=3.